This data is from Full USPTO retrosynthesis dataset with 1.9M reactions from patents (1976-2016). The task is: Predict the reactants needed to synthesize the given product. (1) Given the product [Cl:24][C:11]1[CH:10]=[C:9]([NH:8][C:7]2[C:2]3[NH:1][C:26]([CH2:27][CH2:28][CH2:29][OH:30])=[CH:25][C:3]=3[N:4]=[CH:5][N:6]=2)[CH:14]=[CH:13][C:12]=1[O:15][CH2:16][C:17]1[CH:22]=[CH:21][CH:20]=[C:19]([F:23])[CH:18]=1, predict the reactants needed to synthesize it. The reactants are: [NH2:1][C:2]1[C:3]([C:25]#[C:26][CH2:27][CH2:28][CH2:29][OH:30])=[N:4][CH:5]=[N:6][C:7]=1[NH:8][C:9]1[CH:14]=[CH:13][C:12]([O:15][CH2:16][C:17]2[CH:22]=[CH:21][CH:20]=[C:19]([F:23])[CH:18]=2)=[C:11]([Cl:24])[CH:10]=1. (2) Given the product [CH3:17][O:18][C:19]1[CH:20]=[C:21]([CH:38]=[CH:39][C:40]=1[O:41][CH3:42])[CH2:22][CH:23]1[C:29]2[CH:30]=[C:31]([O:36][CH3:37])[C:32]([O:34][CH3:35])=[CH:33][C:28]=2[S:27][CH2:26][CH2:25][N:24]1[CH2:2][C:3]([NH:16][CH:6]1[C:15]2[C:10](=[CH:11][CH:12]=[CH:13][CH:14]=2)[CH2:9][CH2:8][CH2:7]1)=[O:4], predict the reactants needed to synthesize it. The reactants are: Br[CH2:2][C:3](Br)=[O:4].[CH:6]1([NH2:16])[C:15]2[C:10](=[CH:11][CH:12]=[CH:13][CH:14]=2)[CH2:9][CH2:8][CH2:7]1.[CH3:17][O:18][C:19]1[CH:20]=[C:21]([CH:38]=[CH:39][C:40]=1[O:41][CH3:42])[CH2:22][CH:23]1[C:29]2[CH:30]=[C:31]([O:36][CH3:37])[C:32]([O:34][CH3:35])=[CH:33][C:28]=2[S:27][CH2:26][CH2:25][NH:24]1. (3) The reactants are: [CH:1]([C:4]1[O:8][C:7]([C@H:9]2[CH2:14][NH:13][C@@H:12]([C:15]([O:17][CH2:18][CH3:19])=[O:16])[CH2:11][CH2:10]2)=[N:6][N:5]=1)([CH3:3])[CH3:2].C(=O)C1C(=CC=CC=1)O. Given the product [CH:1]([C:4]1[O:8][C:7]([C@@H:9]2[CH2:14][NH:13][C@@H:12]([C:15]([O:17][CH2:18][CH3:19])=[O:16])[CH2:11][CH2:10]2)=[N:6][N:5]=1)([CH3:3])[CH3:2], predict the reactants needed to synthesize it. (4) The reactants are: C(OC([NH:8][C:9]1[S:13][C:12]([C:14]2[C:19]([F:20])=[CH:18][CH:17]=[CH:16][C:15]=2[F:21])=[N:11][C:10]=1[C:22]([NH:24][C:25]1[C:26]([N:35]2[CH2:40][C@H:39]([CH3:41])[C@@H:38]([OH:42])[C@H:37]([NH:43]C(=O)OC(C)(C)C)[CH2:36]2)=[C:27]2[CH2:33][CH2:32][CH:31]([OH:34])[C:28]2=[N:29][CH:30]=1)=[O:23])=O)(C)(C)C.C(O)(C(F)(F)F)=O. Given the product [NH2:8][C:9]1[S:13][C:12]([C:14]2[C:19]([F:20])=[CH:18][CH:17]=[CH:16][C:15]=2[F:21])=[N:11][C:10]=1[C:22]([NH:24][C:25]1[C:26]([N:35]2[CH2:40][C@H:39]([CH3:41])[C@@H:38]([OH:42])[C@H:37]([NH2:43])[CH2:36]2)=[C:27]2[CH2:33][CH2:32][CH:31]([OH:34])[C:28]2=[N:29][CH:30]=1)=[O:23], predict the reactants needed to synthesize it. (5) Given the product [CH2:7]([O:6][C:5](=[O:14])[NH:4][CH2:3][CH:2]([N:19]1[C:20](=[O:27])[C:21]2[C:26](=[CH:25][CH:24]=[CH:23][CH:22]=2)[C:18]1=[O:28])[CH2:15][O:16][CH3:17])[C:8]1[CH:13]=[CH:12][CH:11]=[CH:10][CH:9]=1, predict the reactants needed to synthesize it. The reactants are: O[CH:2]([CH2:15][O:16][CH3:17])[CH2:3][NH:4][C:5](=[O:14])[O:6][CH2:7][C:8]1[CH:13]=[CH:12][CH:11]=[CH:10][CH:9]=1.[C:18]1(=[O:28])[C:26]2[C:21](=[CH:22][CH:23]=[CH:24][CH:25]=2)[C:20](=[O:27])[NH:19]1.C1(P(C2C=CC=CC=2)C2C=CC=CC=2)C=CC=CC=1.N(C(OC(C)C)=O)=NC(OC(C)C)=O.